This data is from Full USPTO retrosynthesis dataset with 1.9M reactions from patents (1976-2016). The task is: Predict the reactants needed to synthesize the given product. Given the product [F:19][C:20]([F:31])([F:30])[C:21]([NH:12][CH:10]([CH3:11])[CH2:9][C:5]1[CH:6]=[CH:7][CH:8]=[C:3]([O:2][CH3:1])[CH:4]=1)=[O:22], predict the reactants needed to synthesize it. The reactants are: [CH3:1][O:2][C:3]1[CH:4]=[C:5]([CH2:9][CH:10]([NH2:12])[CH3:11])[CH:6]=[CH:7][CH:8]=1.N1C=CC=CC=1.[F:19][C:20]([F:31])([F:30])[C:21](O[C:21](=[O:22])[C:20]([F:31])([F:30])[F:19])=[O:22].